Dataset: Peptide-MHC class I binding affinity with 185,985 pairs from IEDB/IMGT. Task: Regression. Given a peptide amino acid sequence and an MHC pseudo amino acid sequence, predict their binding affinity value. This is MHC class I binding data. (1) The peptide sequence is RLRPELAGL. The MHC is HLA-E01:03 with pseudo-sequence HLA-E01:03. The binding affinity (normalized) is 0.00771. (2) The peptide sequence is FVAEGDALV. The MHC is HLA-B58:01 with pseudo-sequence HLA-B58:01. The binding affinity (normalized) is 0.0847. (3) The peptide sequence is VTISKDNLER. The MHC is HLA-A33:01 with pseudo-sequence HLA-A33:01. The binding affinity (normalized) is 0.457. (4) The peptide sequence is LTMPNACSA. The MHC is H-2-Db with pseudo-sequence H-2-Db. The binding affinity (normalized) is 0.0641. (5) The peptide sequence is VTRGAVLMHK. The MHC is HLA-A03:01 with pseudo-sequence HLA-A03:01. The binding affinity (normalized) is 0.869.